Dataset: Forward reaction prediction with 1.9M reactions from USPTO patents (1976-2016). Task: Predict the product of the given reaction. (1) Given the reactants [CH3:1][N:2]1[CH2:7][CH2:6][N:5]([CH2:8][C:9]2[CH:15]=[CH:14][C:12]([NH2:13])=[CH:11][C:10]=2[C:16]([F:19])([F:18])[F:17])[CH2:4][CH2:3]1.[I:20][C:21]1[CH:22]=[C:23]([CH:27]=[CH:28][C:29]=1[CH3:30])[C:24](Cl)=[O:25].O1CCCC1, predict the reaction product. The product is: [I:20][C:21]1[CH:22]=[C:23]([CH:27]=[CH:28][C:29]=1[CH3:30])[C:24]([NH:13][C:12]1[CH:14]=[CH:15][C:9]([CH2:8][N:5]2[CH2:6][CH2:7][N:2]([CH3:1])[CH2:3][CH2:4]2)=[C:10]([C:16]([F:19])([F:17])[F:18])[CH:11]=1)=[O:25]. (2) The product is: [CH3:31][C:15]1[N:14]=[C:13]([NH:12][CH2:11][C:8]2[S:7][C:6]([C:4](=[O:5])[CH3:36])=[N:10][N:9]=2)[CH:18]=[C:17]([O:19][CH2:20][C@H:21]2[CH2:23][C@@H:22]2[C:24]2[CH:29]=[CH:28][C:27]([CH3:30])=[CH:26][N:25]=2)[N:16]=1. Given the reactants CON(C)[C:4]([C:6]1[S:7][C:8]([CH2:11][NH:12][C:13]2[CH:18]=[C:17]([O:19][CH2:20][C@H:21]3[CH2:23][C@@H:22]3[C:24]3[CH:29]=[CH:28][C:27]([CH3:30])=[CH:26][N:25]=3)[N:16]=[C:15]([CH3:31])[N:14]=2)=[N:9][N:10]=1)=[O:5].C[Mg+].[Br-].[C:36](=O)(O)[O-].[Na+], predict the reaction product. (3) Given the reactants [C:1]1([CH2:7][CH:8]=O)[CH:6]=[CH:5][CH:4]=[CH:3][CH:2]=1.[C@@H:10]1([NH2:20])[C:19]2[C:14](=[CH:15][CH:16]=[CH:17][CH:18]=2)[CH2:13][CH2:12][CH2:11]1, predict the reaction product. The product is: [C:1]1([CH2:7][CH2:8][NH:20][C@@H:10]2[C:19]3[C:14](=[CH:15][CH:16]=[CH:17][CH:18]=3)[CH2:13][CH2:12][CH2:11]2)[CH:6]=[CH:5][CH:4]=[CH:3][CH:2]=1. (4) Given the reactants C[Si]([N-][Si](C)(C)C)(C)C.[Li+].[C:11]([O:15][C:16](=[O:30])[NH:17][C@@H:18]1[C:24](=[O:25])[NH:23][C:22]2[CH:26]=[CH:27][CH:28]=[CH:29][C:21]=2[O:20][CH2:19]1)([CH3:14])([CH3:13])[CH3:12].Cl[CH2:32][C:33]1[C:42]2[C:37](=[CH:38][CH:39]=[CH:40][CH:41]=2)[CH:36]=[CH:35][C:34]=1[CH3:43].[Na+].[I-], predict the reaction product. The product is: [CH3:43][C:34]1[CH:35]=[CH:36][C:37]2[C:42](=[CH:41][CH:40]=[CH:39][CH:38]=2)[C:33]=1[CH2:32][N:23]1[C:24](=[O:25])[C@@H:18]([NH:17][C:16](=[O:30])[O:15][C:11]([CH3:14])([CH3:12])[CH3:13])[CH2:19][O:20][C:21]2[CH:29]=[CH:28][CH:27]=[CH:26][C:22]1=2. (5) Given the reactants [N:1]1([C:7]2[CH:8]=[C:9]([C:13]3[CH:14]=[C:15]([C:23]([NH:25][C:26]4[CH:27]=[C:28](/[CH:32]=[CH:33]/[C:34]([O:36]CC)=[O:35])[CH:29]=[CH:30][CH:31]=4)=[O:24])[C:16]4[C:21]([CH:22]=3)=[CH:20][CH:19]=[CH:18][CH:17]=4)[CH:10]=[CH:11][CH:12]=2)[CH2:6][CH2:5][NH:4][CH2:3][CH2:2]1.O[Li].O, predict the reaction product. The product is: [N:1]1([C:7]2[CH:8]=[C:9]([C:13]3[CH:14]=[C:15]([C:23]([NH:25][C:26]4[CH:27]=[C:28](/[CH:32]=[CH:33]/[C:34]([OH:36])=[O:35])[CH:29]=[CH:30][CH:31]=4)=[O:24])[C:16]4[C:21]([CH:22]=3)=[CH:20][CH:19]=[CH:18][CH:17]=4)[CH:10]=[CH:11][CH:12]=2)[CH2:6][CH2:5][NH:4][CH2:3][CH2:2]1. (6) Given the reactants [CH3:1][C:2]([CH3:36])([CH3:35])[C:3](=[O:34])[CH2:4][O:5][C:6]1[CH:11]=[CH:10][C:9]([C:12]([C:17]2[O:18][C:19]3[CH:25]=[CH:24][C:23]([C:26]([NH:28][CH2:29][C:30]([OH:32])=[O:31])=[O:27])=[CH:22][C:20]=3[CH:21]=2)([CH2:15][CH3:16])[CH2:13][CH3:14])=[CH:8][C:7]=1[CH3:33].[BH4-].[Na+], predict the reaction product. The product is: [CH2:13]([C:12]([C:17]1[O:18][C:19]2[CH:25]=[CH:24][C:23]([C:26]([NH:28][CH2:29][C:30]([OH:32])=[O:31])=[O:27])=[CH:22][C:20]=2[CH:21]=1)([C:9]1[CH:10]=[CH:11][C:6]([O:5][CH2:4][CH:3]([OH:34])[C:2]([CH3:35])([CH3:36])[CH3:1])=[C:7]([CH3:33])[CH:8]=1)[CH2:15][CH3:16])[CH3:14]. (7) Given the reactants [Cl:1][C:2]1[CH:7]=[CH:6][C:5]([O:8][C:9](=[O:24])[N:10]([C:12]2[CH:17]=[CH:16][C:15]([O:18][CH2:19][CH2:20][CH2:21][CH2:22]Br)=[CH:14][CH:13]=2)[CH3:11])=[CH:4][CH:3]=1.[CH2:25]([NH:27][CH2:28][CH2:29][OH:30])[CH3:26], predict the reaction product. The product is: [Cl:1][C:2]1[CH:7]=[CH:6][C:5]([O:8][C:9](=[O:24])[N:10]([C:12]2[CH:17]=[CH:16][C:15]([O:18][CH2:19][CH2:20][CH2:21][CH2:22][N:27]([CH2:25][CH3:26])[CH2:28][CH2:29][OH:30])=[CH:14][CH:13]=2)[CH3:11])=[CH:4][CH:3]=1. (8) Given the reactants [Cl:1][C:2]1[C:10]([C:11]2[CH2:15][CH:14]([CH2:16][C:17]#[N:18])[O:13][N:12]=2)=[C:9]([S:19]([CH2:22][CH3:23])(=[O:21])=[O:20])[CH:8]=[CH:7][C:3]=1[C:4](O)=[O:5].[NH2:24][C:25]1[C:29]([CH2:30][CH2:31][C:32]#[N:33])=[CH:28][O:27][N:26]=1.C(N(CC)CC)C.C(P1(=O)OP(=O)(CCC)OP(=O)(CCC)O1)CC, predict the reaction product. The product is: [Cl:1][C:2]1[C:10]([C:11]2[CH2:15][CH:14]([CH2:16][C:17]#[N:18])[O:13][N:12]=2)=[C:9]([S:19]([CH2:22][CH3:23])(=[O:20])=[O:21])[CH:8]=[CH:7][C:3]=1[C:4]([NH:24][C:25]1[C:29]([CH2:30][CH2:31][C:32]#[N:33])=[CH:28][O:27][N:26]=1)=[O:5]. (9) Given the reactants [Cl:1][C:2]1[CH:7]=[CH:6][CH:5]=[C:4]([Cl:8])[C:3]=1[C:9]([NH:11][C@H:12]([C:28]([O:30][C:31]([CH3:34])([CH3:33])[CH3:32])=[O:29])[CH2:13][C:14]1[S:15][CH:16]=[C:17](B2OC(C)(C)C(C)(C)O2)[CH:18]=1)=[O:10].OO.S([O-])([O-])(=[O:39])=S.[Na+].[Na+], predict the reaction product. The product is: [Cl:8][C:4]1[CH:5]=[CH:6][CH:7]=[C:2]([Cl:1])[C:3]=1[C:9]([NH:11][C@H:12]([C:28]([O:30][C:31]([CH3:34])([CH3:33])[CH3:32])=[O:29])[CH2:13][C:14]1[S:15][CH:16]=[C:17]([OH:39])[CH:18]=1)=[O:10]. (10) Given the reactants [N:1]1[C:2]([CH2:19][C:20]([O:22][CH3:23])=[O:21])=[CH:3][N:4]2[C:10]=1[C:9]1[CH:11]=[CH:12][CH:13]=[CH:14][C:8]=1[NH:7][C:6]1[N:15]=[CH:16][CH:17]=[CH:18][C:5]2=1.[Br:24]N1C(=O)CCC1=O, predict the reaction product. The product is: [Br:24][C:3]1[N:4]2[C:5]3[CH:18]=[CH:17][CH:16]=[N:15][C:6]=3[NH:7][C:8]3[CH:14]=[CH:13][CH:12]=[CH:11][C:9]=3[C:10]2=[N:1][C:2]=1[CH2:19][C:20]([O:22][CH3:23])=[O:21].